This data is from Forward reaction prediction with 1.9M reactions from USPTO patents (1976-2016). The task is: Predict the product of the given reaction. (1) Given the reactants [Br:1]N1C(=O)CCC1=O.[Br:9][C:10]1[N:11]=[C:12]([Br:19])[C:13]2[N:14]([CH:16]=[CH:17][N:18]=2)[CH:15]=1, predict the reaction product. The product is: [Br:1][C:16]1[N:14]2[CH:15]=[C:10]([Br:9])[N:11]=[C:12]([Br:19])[C:13]2=[N:18][CH:17]=1. (2) Given the reactants [Cl:1][C:2]1[C:3]([CH:8]([C:20]2[CH:29]=[C:28]3[C:23]([CH:24]=[CH:25][C:26]([C:30]4[CH:35]=[CH:34][CH:33]=[CH:32][CH:31]=4)=[N:27]3)=[CH:22][CH:21]=2)[NH:9][C:10]([CH:12]2[CH2:17][CH2:16][CH:15]([O:18][CH3:19])[CH2:14][CH2:13]2)=O)=[N:4][CH:5]=[CH:6][N:7]=1.O=P(Cl)(Cl)Cl.CN(C=O)C, predict the reaction product. The product is: [Cl:1][C:2]1[C:3]2[N:4]([C:10]([CH:12]3[CH2:17][CH2:16][CH:15]([O:18][CH3:19])[CH2:14][CH2:13]3)=[N:9][C:8]=2[C:20]2[CH:29]=[C:28]3[C:23]([CH:24]=[CH:25][C:26]([C:30]4[CH:31]=[CH:32][CH:33]=[CH:34][CH:35]=4)=[N:27]3)=[CH:22][CH:21]=2)[CH:5]=[CH:6][N:7]=1.